From a dataset of Full USPTO retrosynthesis dataset with 1.9M reactions from patents (1976-2016). Predict the reactants needed to synthesize the given product. (1) Given the product [CH2:31]([O:30][C:28](=[O:29])[CH2:27][C:22]1[CH:23]=[C:24]2[C:19](=[CH:20][CH:21]=1)[N:18]([C:9]([O:11][C:12]([CH3:13])([CH3:14])[CH3:15])=[O:10])[C:17](=[O:16])[C:25]2=[O:26])[CH3:32], predict the reactants needed to synthesize it. The reactants are: [C:9](O[C:9]([O:11][C:12]([CH3:15])([CH3:14])[CH3:13])=[O:10])([O:11][C:12]([CH3:15])([CH3:14])[CH3:13])=[O:10].[O:16]=[C:17]1[C:25](=[O:26])[C:24]2[C:19](=[CH:20][CH:21]=[C:22]([CH2:27][C:28]([O:30][CH2:31][CH3:32])=[O:29])[CH:23]=2)[NH:18]1. (2) Given the product [CH2:26]([C:10]1[N:9]([C:12]2[CH:13]=[CH:14][C:15]([F:18])=[CH:16][CH:17]=2)[N:8]=[CH:7][C:6]=1[CH2:5][C:4]([OH:3])=[O:19])[CH3:27], predict the reactants needed to synthesize it. The reactants are: C([O:3][C:4](=[O:19])[CH2:5][C:6]1[CH:7]=[N:8][N:9]([C:12]2[CH:17]=[CH:16][C:15]([F:18])=[CH:14][CH:13]=2)[C:10]=1Br)C.C(=O)([O-])[O-].[K+].[K+].[CH3:26][C:27](C(C1C(C)=NN(CC2C=CC=CN=2)C=1C)C([O-])=O)(C)C.C(O)(=O)C.